This data is from Catalyst prediction with 721,799 reactions and 888 catalyst types from USPTO. The task is: Predict which catalyst facilitates the given reaction. (1) Reactant: Br[C:2]1[CH:6]=[CH:5][S:4][CH:3]=1.[Li]CCCC.C1COCC1.[Br:17][CH2:18][CH2:19][CH2:20][CH2:21][CH2:22][CH2:23][CH2:24][CH2:25]Br. Product: [Br:17][CH2:18][CH2:19][CH2:20][CH2:21][CH2:22][CH2:23][CH2:24][CH2:25][C:2]1[CH:6]=[CH:5][S:4][CH:3]=1. The catalyst class is: 81. (2) Reactant: [CH3:1][C:2]1([O:5][CH2:4]1)[CH3:3].[Cl-].[NH4+].[C:8]1([CH3:14])[CH:13]=[CH:12][CH:11]=[CH:10][CH:9]=1. Product: [CH3:1][C:2]([OH:5])([CH2:4][CH2:14][C:8]1[CH:13]=[CH:12][CH:11]=[CH:10][CH:9]=1)[CH3:3]. The catalyst class is: 205. (3) Reactant: NC[C:3]1[CH:8]=[CH:7][CH:6]=[CH:5][N:4]=1.[CH2:9]([N:11](CC)CC)C.Cl.[N:17]1([CH2:23][CH2:24][C:25]2[N:29]3[CH:30]=[CH:31][CH:32]=[CH:33][C:28]3=[C:27]([C:34](Cl)=[O:35])[N:26]=2)[CH2:22][CH2:21][O:20][CH2:19][CH2:18]1. Product: [N:4]1[CH:3]=[CH:8][CH:7]=[C:6]([CH2:9][NH:11][C:34]([C:27]2[N:26]=[C:25]([CH2:24][CH2:23][N:17]3[CH2:22][CH2:21][O:20][CH2:19][CH2:18]3)[N:29]3[CH:30]=[CH:31][CH:32]=[CH:33][C:28]=23)=[O:35])[CH:5]=1. The catalyst class is: 2. (4) Reactant: [CH2:1]([CH:8]1[CH2:13][CH2:12][N:11]([CH2:14][CH2:15][CH2:16][N:17]([C:26]2[CH:31]=[CH:30][CH:29]=[CH:28][CH:27]=2)[C:18]([CH:20]2[CH2:25][CH2:24][NH:23][CH2:22][CH2:21]2)=[O:19])[CH2:10][CH2:9]1)[C:2]1[CH:7]=[CH:6][CH:5]=[CH:4][CH:3]=1.C(N(CC)CC)C.[C:39](Cl)(=[O:41])[CH3:40].C(=O)([O-])O.[Na+]. Product: [C:39]([N:23]1[CH2:24][CH2:25][CH:20]([C:18]([N:17]([CH2:16][CH2:15][CH2:14][N:11]2[CH2:12][CH2:13][CH:8]([CH2:1][C:2]3[CH:7]=[CH:6][CH:5]=[CH:4][CH:3]=3)[CH2:9][CH2:10]2)[C:26]2[CH:27]=[CH:28][CH:29]=[CH:30][CH:31]=2)=[O:19])[CH2:21][CH2:22]1)(=[O:41])[CH3:40]. The catalyst class is: 1. (5) Reactant: Cl.NO.C([N:6](CC)CC)C.[CH3:11][O:12][C:13]1[C:22]2[C:17](=[C:18]([O:23][CH3:24])[CH:19]=[CH:20][CH:21]=2)[N:16]=[C:15]([C:25]([N:27]2[CH2:32][CH2:31][C:30]3([CH2:41][C:40](=[O:42])[C:39]4[C:34](=[CH:35][CH:36]=[C:37]([C:43]#[N:44])[CH:38]=4)[O:33]3)[CH2:29][CH2:28]2)=[O:26])[CH:14]=1. Product: [CH3:11][O:12][C:13]1[C:22]2[C:17](=[C:18]([O:23][CH3:24])[CH:19]=[CH:20][CH:21]=2)[N:16]=[C:15]([C:25]([N:27]2[CH2:32][CH2:31][C:30]3([CH2:41][C:40](=[O:42])[C:39]4[C:34](=[CH:35][CH:36]=[C:37]([C:43](=[NH:6])[NH2:44])[CH:38]=4)[O:33]3)[CH2:29][CH2:28]2)=[O:26])[CH:14]=1. The catalyst class is: 14. (6) Reactant: Br[C:2]1[CH:7]=[CH:6][CH:5]=[C:4]([O:8][CH3:9])[CH:3]=1.C([Li])CCC.[O:15]1[C:19]2[CH:20]=[CH:21][C:22]([CH:24]=[O:25])=[CH:23][C:18]=2[O:17][CH2:16]1.C(O)(C)C. Product: [O:15]1[C:19]2[CH:20]=[CH:21][C:22]([CH:24]([C:2]3[CH:7]=[CH:6][CH:5]=[C:4]([O:8][CH3:9])[CH:3]=3)[OH:25])=[CH:23][C:18]=2[O:17][CH2:16]1. The catalyst class is: 20. (7) Reactant: OS(O)(=O)=O.[CH3:6][N:7]1[CH2:12][CH:11]=[C:10]([C:13]2[C:21]3[C:16](=[CH:17][CH:18]=[C:19]([C:22]([NH2:24])=O)[CH:20]=3)[NH:15][CH:14]=2)[CH2:9][CH2:8]1. Product: [CH3:6][N:7]1[CH2:8][CH:9]=[C:10]([C:13]2[C:21]3[C:16](=[CH:17][CH:18]=[C:19]([C:22]#[N:24])[CH:20]=3)[NH:15][CH:14]=2)[CH2:11][CH2:12]1. The catalyst class is: 8. (8) Reactant: [O:1]=[C:2]1[C:11]2[C:6](=[CH:7][CH:8]=[CH:9][CH:10]=2)[S:5][C:4]2([CH2:16][CH2:15][N:14](C(OC(C)(C)C)=O)[CH2:13][CH2:12]2)[CH2:3]1.[ClH:24].O1CCOCC1. Product: [ClH:24].[S:5]1[C:6]2[C:11](=[CH:10][CH:9]=[CH:8][CH:7]=2)[C:2](=[O:1])[CH2:3][C:4]21[CH2:16][CH2:15][NH:14][CH2:13][CH2:12]2. The catalyst class is: 41.